From a dataset of Full USPTO retrosynthesis dataset with 1.9M reactions from patents (1976-2016). Predict the reactants needed to synthesize the given product. (1) Given the product [F:11][C:8]([CH3:10])([CH3:9])[CH2:7][N:27]1[C:15]([CH3:40])([CH3:14])[CH2:16][C:17]2[C:25]3[C:20](=[CH:21][CH:22]=[CH:23][CH:24]=3)[NH:19][C:18]=2[CH:26]1[C:28]1[CH:29]=[CH:30][C:31](/[CH:34]=[CH:35]/[C:36]([O:38][CH3:39])=[O:37])=[CH:32][CH:33]=1, predict the reactants needed to synthesize it. The reactants are: FC(F)(F)S(O[CH2:7][C:8]([F:11])([CH3:10])[CH3:9])(=O)=O.[CH3:14][C:15]1([CH3:40])[NH:27][CH:26]([C:28]2[CH:33]=[CH:32][C:31](/[CH:34]=[CH:35]/[C:36]([O:38][CH3:39])=[O:37])=[CH:30][CH:29]=2)[C:18]2[NH:19][C:20]3[C:25]([C:17]=2[CH2:16]1)=[CH:24][CH:23]=[CH:22][CH:21]=3.C(N(CC)C(C)C)(C)C. (2) Given the product [OH:4][C@H:5]([CH3:25])[CH2:6][CH2:7][CH2:8][CH2:9][N:10]1[C:18](=[O:19])[C:17]2[N:16]3[CH2:20][CH2:21][NH:22][C:15]3=[N:14][C:13]=2[N:12]([CH3:23])[C:11]1=[O:24], predict the reactants needed to synthesize it. The reactants are: C([O:4][C@H:5]([CH3:25])[CH2:6][CH2:7][CH2:8][CH2:9][N:10]1[C:18](=[O:19])[C:17]2[N:16]3[CH2:20][CH2:21][NH:22][C:15]3=[N:14][C:13]=2[N:12]([CH3:23])[C:11]1=[O:24])(=O)C.Cl.C(OCC)C. (3) Given the product [CH3:10][O:9][C:7]1[CH:6]=[CH:5][CH:4]=[C:3]([O:2][CH3:1])[C:8]=1[CH2:22][CH2:23][OH:24], predict the reactants needed to synthesize it. The reactants are: [CH3:1][O:2][C:3]1[CH:4]=[C:5](CC(O)=O)[CH:6]=[C:7]([O:9][CH3:10])[CH:8]=1.[H-].[H-].[H-].[H-].[Li+].[Al+3].Cl.[CH3:22][CH2:23][O:24]CC. (4) Given the product [F:1][C:2]1[CH:10]=[CH:9][CH:8]=[C:7]([N+:11]([O-:13])=[O:12])[C:3]=1[C:4]([NH:6][C:67]1[CH:68]=[CH:63][CH:64]=[C:65]([O:69][CH2:70][C:71]([F:72])([F:73])[F:74])[CH:66]=1)=[O:5], predict the reactants needed to synthesize it. The reactants are: [F:1][C:2]1[CH:10]=[CH:9][CH:8]=[C:7]([N+:11]([O-:13])=[O:12])[C:3]=1[C:4]([NH2:6])=[O:5].CC1(C)C2C(=C(P(C3C=CC=CC=3)C3C=CC=CC=3)C=CC=2)OC2C(P(C3C=CC=CC=3)C3C=CC=CC=3)=CC=CC1=2.C(=O)([O-])[O-].[Cs+].[Cs+].Br[C:63]1[CH:68]=[CH:67][CH:66]=[C:65]([O:69][CH2:70][C:71]([F:74])([F:73])[F:72])[CH:64]=1.